Dataset: Catalyst prediction with 721,799 reactions and 888 catalyst types from USPTO. Task: Predict which catalyst facilitates the given reaction. (1) Reactant: C(O[C:4]([C:6]1[S:7][C:8]2[CH:9]=[N:10][CH:11]=[CH:12][C:13]=2[N:14]=1)=[O:5])C.[C:15]1([C@@H:21]([NH2:23])[CH3:22])[CH:20]=[CH:19][CH:18]=[CH:17][CH:16]=1.C[Al](C)C.CCCCCC. Product: [C:15]1([C@@H:21]([NH:23][C:4]([C:6]2[S:7][C:8]3[CH:9]=[N:10][CH:11]=[CH:12][C:13]=3[N:14]=2)=[O:5])[CH3:22])[CH:20]=[CH:19][CH:18]=[CH:17][CH:16]=1. The catalyst class is: 4. (2) Product: [Br:13][C:14]1[CH:19]=[CH:18][C:17]([O:20][CH2:2][C:3]([CH3:6])([OH:5])[CH3:4])=[CH:16][CH:15]=1. Reactant: Cl[CH2:2][C:3]([CH3:6])([OH:5])[CH3:4].C([O-])([O-])=O.[K+].[K+].[Br:13][C:14]1[CH:19]=[CH:18][C:17]([OH:20])=[CH:16][CH:15]=1.O. The catalyst class is: 3. (3) Product: [CH2:1]([NH:8][C@@H:12]1[CH2:13][C:14]([F:17])([F:18])[CH2:15][CH2:16][C@H:11]1[OH:10])[C:2]1[CH:3]=[CH:4][CH:5]=[CH:6][CH:7]=1. The catalyst class is: 8. Reactant: [CH2:1]([N:8]1[C@@H:12]2[CH2:13][C:14]([F:18])([F:17])[CH2:15][CH2:16][C@H:11]2[O:10]C1=O)[C:2]1[CH:7]=[CH:6][CH:5]=[CH:4][CH:3]=1.O.[OH-].[K+]. (4) Reactant: [Cl:1][C:2]1[C:7]2[NH:8][C:9]([N:11]3[CH2:16][CH2:15][NH:14][C@H:13]([CH3:17])[CH2:12]3)=[N:10][C:6]=2[CH:5]=[C:4]([C:18]([F:21])([F:20])[F:19])[CH:3]=1.Cl[C:23]1[C:28]([C:29]([F:32])([F:31])[F:30])=[CH:27][CH:26]=[CH:25][N:24]=1.C(N(CC)C(C)C)(C)C. Product: [Cl:1][C:2]1[C:7]2[NH:8][C:9]([N:11]3[CH2:16][CH2:15][N:14]([C:23]4[C:28]([C:29]([F:32])([F:31])[F:30])=[CH:27][CH:26]=[CH:25][N:24]=4)[C@H:13]([CH3:17])[CH2:12]3)=[N:10][C:6]=2[CH:5]=[C:4]([C:18]([F:21])([F:20])[F:19])[CH:3]=1. The catalyst class is: 6. (5) Reactant: [C:1]([C:3]1[N:4]([CH2:21][C:22](O)=[O:23])[C:5]([C:8]2[CH:9]=[CH:10][C:11]3[NH:16][C:15](=[O:17])[O:14][C:13]([CH3:19])([CH3:18])[C:12]=3[CH:20]=2)=[CH:6][CH:7]=1)#[N:2].[CH2:25]([O:27][C:28]1[CH:29]=[C:30]([CH2:36][CH2:37][NH2:38])[CH:31]=[CH:32][C:33]=1[O:34][CH3:35])[CH3:26].C(N(C(C)C)CC)(C)C. Product: [C:1]([C:3]1[N:4]([CH2:21][C:22]([NH:38][CH2:37][CH2:36][C:30]2[CH:31]=[CH:32][C:33]([O:34][CH3:35])=[C:28]([O:27][CH2:25][CH3:26])[CH:29]=2)=[O:23])[C:5]([C:8]2[CH:9]=[CH:10][C:11]3[NH:16][C:15](=[O:17])[O:14][C:13]([CH3:18])([CH3:19])[C:12]=3[CH:20]=2)=[CH:6][CH:7]=1)#[N:2]. The catalyst class is: 35. (6) Reactant: [C:1]1([C:7]2[C:13]3[CH:14]=[CH:15][CH:16]=[CH:17][C:12]=3[CH2:11][CH2:10][CH2:9][N:8]=2)[CH:6]=[CH:5][CH:4]=[CH:3][CH:2]=1.[CH2:18]([O:25][CH2:26][C:27](O)=[O:28])[C:19]1[CH:24]=[CH:23][CH:22]=[CH:21][CH:20]=1.C(N(CC)CC)C.O=C1N(P(Cl)(N2CCOC2=O)=O)CCO1. Product: [CH2:18]([O:25][C@H:26]1[C@:7]2([C:1]3[CH:2]=[CH:3][CH:4]=[CH:5][CH:6]=3)[C:13]3[CH:14]=[CH:15][CH:16]=[CH:17][C:12]=3[CH2:11][CH2:10][CH2:9][N:8]2[C:27]1=[O:28])[C:19]1[CH:24]=[CH:23][CH:22]=[CH:21][CH:20]=1. The catalyst class is: 2. (7) Reactant: [CH2:1]([N:3]([CH2:16][CH3:17])[CH2:4][CH2:5][O:6][C:7]1[CH:12]=[CH:11][C:10]([N+:13]([O-])=O)=[CH:9][CH:8]=1)[CH3:2]. Product: [CH2:16]([N:3]([CH2:1][CH3:2])[CH2:4][CH2:5][O:6][C:7]1[CH:8]=[CH:9][C:10]([NH2:13])=[CH:11][CH:12]=1)[CH3:17]. The catalyst class is: 29.